Dataset: Catalyst prediction with 721,799 reactions and 888 catalyst types from USPTO. Task: Predict which catalyst facilitates the given reaction. (1) Reactant: [CH2:1]([O:3][C:4]([C:6]1([C:13]2[S:14][CH:15]=[CH:16][CH:17]=2)[CH2:12][CH2:11][CH2:10][CH2:9][CH2:8][CH2:7]1)=[O:5])[CH3:2].[N:18]12CC[CH:21]([CH2:22][CH2:23]1)[C@@H:20](O)[CH2:19]2.[H-].[Na+]. Product: [N:18]12[CH2:23][CH2:22][CH:21]([CH2:20][CH2:19]1)[C@@H:1]([O:3][C:4]([C:6]1([C:13]3[S:14][CH:15]=[CH:16][CH:17]=3)[CH2:12][CH2:11][CH2:10][CH2:9][CH2:8][CH2:7]1)=[O:5])[CH2:2]2. The catalyst class is: 11. (2) The catalyst class is: 21. Product: [CH3:35][O:36][C:37](=[O:40])[CH2:38][O:27][C:24]1[CH:25]=[CH:26][C:21]([C:3]([CH2:4][CH3:5])([C:6]2[CH:11]=[CH:10][C:9](/[CH:12]=[CH:13]/[C:14]([CH2:15][CH3:16])([OH:17])[CH2:18][CH3:19])=[C:8]([CH3:20])[CH:7]=2)[CH2:1][CH3:2])=[CH:22][C:23]=1[CH3:28]. Reactant: [CH2:1]([C:3]([C:21]1[CH:26]=[CH:25][C:24]([OH:27])=[C:23]([CH3:28])[CH:22]=1)([C:6]1[CH:11]=[CH:10][C:9]([CH:12]=[CH:13][C:14]([CH2:18][CH3:19])([OH:17])[CH2:15][CH3:16])=[C:8]([CH3:20])[CH:7]=1)[CH2:4][CH3:5])[CH3:2].C([O-])([O-])=O.[K+].[K+].[CH3:35][O:36][C:37](=[O:40])[CH2:38]Br.